This data is from Reaction yield outcomes from USPTO patents with 853,638 reactions. The task is: Predict the reaction yield, written as a fraction of the theoretical maximum amount of product (1.0 means a 100% yield; for example, 0.34 means a 34% yield). (1) The reactants are [Cl:1][CH2:2][C:3](Cl)=[O:4].[Cl-].[CH3:7][S:8]([O:11][C:12]1[CH:17]=[CH:16][CH:15]=[CH:14][C:13]=1[CH:18]1[O:22][N:21]=[C:20]([C:23]2[N:24]=[C:25]([CH:28]3[CH2:33][CH2:32][NH2+:31][CH2:30][CH2:29]3)[S:26][CH:27]=2)[CH2:19]1)(=[O:10])=[O:9].C(N(CC)CC)C.O. The catalyst is ClCCl. The product is [CH3:7][S:8]([O:11][C:12]1[CH:17]=[CH:16][CH:15]=[CH:14][C:13]=1[CH:18]1[O:22][N:21]=[C:20]([C:23]2[N:24]=[C:25]([CH:28]3[CH2:33][CH2:32][N:31]([C:3](=[O:4])[CH2:2][Cl:1])[CH2:30][CH2:29]3)[S:26][CH:27]=2)[CH2:19]1)(=[O:9])=[O:10]. The yield is 0.600. (2) The reactants are Cl[C:2]1[N:9]=[C:8]([Cl:10])[C:7]([F:11])=[CH:6][C:3]=1[C:4]#[N:5].[F:12][C:13]([F:17])([F:16])[CH2:14][OH:15].[H-].[Na+].O. The catalyst is CN(C)C=O. The product is [Cl:10][C:8]1[C:7]([F:11])=[CH:6][C:3]([C:4]#[N:5])=[C:2]([O:15][CH2:14][C:13]([F:17])([F:16])[F:12])[N:9]=1. The yield is 0.760. (3) The reactants are [NH2:1][C:2]1[N:10]=[C:9]([O:11][CH2:12][CH2:13][O:14][CH3:15])[N:8]=[C:7]2[C:3]=1[N:4]=[C:5]([O:49]C)[N:6]2[CH2:16][C:17]1[CH:48]=[CH:47][C:20]([CH2:21][N:22]([CH3:46])[CH2:23][CH2:24][CH2:25][N:26]([CH2:34][C:35]2[CH:36]=[C:37]([CH2:41][C:42]([O:44][CH3:45])=[O:43])[CH:38]=[CH:39][CH:40]=2)C(OC(C)(C)C)=O)=[CH:19][CH:18]=1.Cl.O1CCOCC1. The catalyst is CO. The product is [NH2:1][C:2]1[N:10]=[C:9]([O:11][CH2:12][CH2:13][O:14][CH3:15])[N:8]=[C:7]2[C:3]=1[NH:4][C:5](=[O:49])[N:6]2[CH2:16][C:17]1[CH:48]=[CH:47][C:20]([CH2:21][N:22]([CH3:46])[CH2:23][CH2:24][CH2:25][NH:26][CH2:34][C:35]2[CH:36]=[C:37]([CH2:41][C:42]([O:44][CH3:45])=[O:43])[CH:38]=[CH:39][CH:40]=2)=[CH:19][CH:18]=1. The yield is 0.270. (4) The reactants are [N+]([C:4]1[CH:11]=[C:10]([C:12]([F:15])([F:14])[F:13])[CH:9]=[CH:8][C:5]=1[C:6]#[N:7])([O-])=O.[C:16]([O:20][CH3:21])(=[O:19])[CH2:17][SH:18].CN1C(=O)CCC1.O.[OH-].[Li+]. The catalyst is O. The product is [C:16]([C:17]1[S:18][C:4]2[CH:11]=[C:10]([C:12]([F:15])([F:14])[F:13])[CH:9]=[CH:8][C:5]=2[C:6]=1[NH2:7])([O:20][CH3:21])=[O:19]. The yield is 0.847. (5) The reactants are [C:1]1([C:7]2[C:12]([C:13]3[CH:18]=[CH:17][CH:16]=[CH:15][CH:14]=3)=[N:11][C:10](Cl)=[CH:9][N:8]=2)[CH:6]=[CH:5][CH:4]=[CH:3][CH:2]=1.[C:20]([C:22]1[CH:23]=[C:24](B(O)O)[CH:25]=[CH:26][CH:27]=1)#[N:21].C1(C)C=CC=CC=1.C(=O)([O-])[O-].[K+].[K+]. The catalyst is ClCCl.O.C(O)C. The product is [C:20]([C:22]1[CH:27]=[C:26]([C:10]2[N:11]=[C:12]([C:13]3[CH:18]=[CH:17][CH:16]=[CH:15][CH:14]=3)[C:7]([C:1]3[CH:6]=[CH:5][CH:4]=[CH:3][CH:2]=3)=[N:8][CH:9]=2)[CH:25]=[CH:24][CH:23]=1)#[N:21]. The yield is 0.420. (6) The reactants are [F:1][C:2]1[C:3]([F:25])=[C:4]2[O:9][CH2:8][C:7]3([CH2:13][CH2:12][O:11][CH2:10]3)[N:6]3[CH:14]=[C:15]([C:20]([O:22][CH2:23][CH3:24])=[O:21])[C:16](=[O:19])[C:17]([CH:18]=1)=[C:5]23.[N+:26]([O-])([O-:28])=[O:27].[K+]. The catalyst is OS(O)(=O)=O. The product is [F:1][C:2]1[C:3]([F:25])=[C:4]2[O:9][CH2:8][C:7]3([CH2:13][CH2:12][O:11][CH2:10]3)[N:6]3[CH:14]=[C:15]([C:20]([O:22][CH2:23][CH3:24])=[O:21])[C:16](=[O:19])[C:17]([C:18]=1[N+:26]([O-:28])=[O:27])=[C:5]23. The yield is 0.980. (7) The reactants are S(OC)(O[CH3:5])(=O)=O.[C:8]1([N:14]2[C:22](=[O:23])[C:21]3[C@@H:20]4[C:24]([CH3:26])([CH3:25])[C@@:17]([CH3:27])([CH2:18][CH2:19]4)[C:16]=3[NH:15]2)[CH:13]=[CH:12][CH:11]=[CH:10][CH:9]=1. The catalyst is [OH-].[Na+].O. The product is [CH3:5][N:15]1[C:16]2[C@@:17]3([CH3:27])[C:24]([CH3:26])([CH3:25])[C@H:20]([CH2:19][CH2:18]3)[C:21]=2[C:22](=[O:23])[N:14]1[C:8]1[CH:9]=[CH:10][CH:11]=[CH:12][CH:13]=1.[CH3:5][O:23][C:22]1[N:14]([C:8]2[CH:9]=[CH:10][CH:11]=[CH:12][CH:13]=2)[N:15]=[C:16]2[C:21]=1[C@@H:20]1[C:24]([CH3:26])([CH3:25])[C@@:17]2([CH3:27])[CH2:18][CH2:19]1. The yield is 0.200. (8) The reactants are C(OC(=O)[N:7]([CH3:25])[C@H:8]([C:10](=[O:24])[NH:11][C@@H:12]1[C:18](=[O:19])[NH:17][C:16]2[CH:20]=[CH:21][CH:22]=[CH:23][C:15]=2[CH2:14][CH2:13]1)[CH3:9])(C)(C)C.CS(O[CH2:32][C:33]1[C:42]2[C:37](=[CH:38][C:39]([Cl:43])=[CH:40][CH:41]=2)[CH:36]=[CH:35][C:34]=1[O:44][CH3:45])(=O)=O. No catalyst specified. The product is [ClH:43].[Cl:43][C:39]1[CH:38]=[C:37]2[C:42](=[CH:41][CH:40]=1)[C:33]([CH2:32][N:17]1[C:18](=[O:19])[C@@H:12]([NH:11][C:10](=[O:24])[C@@H:8]([NH:7][CH3:25])[CH3:9])[CH2:13][CH2:14][C:15]3[CH:23]=[CH:22][CH:21]=[CH:20][C:16]1=3)=[C:34]([O:44][CH3:45])[CH:35]=[CH:36]2. The yield is 0.860. (9) The reactants are [NH2:1][CH2:2][C:3]1[CH:23]=[C:22]([F:24])[CH:21]=[CH:20][C:4]=1[O:5][C:6]1[CH:7]=[C:8]2[C:12](=[CH:13][CH:14]=1)[N:11]([CH2:15][CH2:16][N:17]([CH3:19])[CH3:18])[N:10]=[CH:9]2.[N+](C1C=CC([O:34][C:35](=O)[NH:36][C:37]2[O:41][N:40]=[C:39]([C:42]([CH3:45])([CH3:44])[CH3:43])[CH:38]=2)=CC=1)([O-])=O.CO. The catalyst is CN(C=O)C.ClCCl. The product is [C:42]([C:39]1[CH:38]=[C:37]([NH:36][C:35]([NH:1][CH2:2][C:3]2[CH:23]=[C:22]([F:24])[CH:21]=[CH:20][C:4]=2[O:5][C:6]2[CH:7]=[C:8]3[C:12](=[CH:13][CH:14]=2)[N:11]([CH2:15][CH2:16][N:17]([CH3:19])[CH3:18])[N:10]=[CH:9]3)=[O:34])[O:41][N:40]=1)([CH3:45])([CH3:43])[CH3:44]. The yield is 0.180.